Task: Binary Classification. Given a drug SMILES string, predict its activity (active/inactive) in a high-throughput screening assay against a specified biological target.. Dataset: M1 muscarinic receptor antagonist screen with 61,756 compounds (1) The molecule is S(=O)(=O)(N1CCC(CC1)C(=O)NCc1occc1)CCC. The result is 0 (inactive). (2) The drug is o1c2c(N3C(CCC3)C(O)=O)nc(nc2c2c1cccc2)CC. The result is 0 (inactive). (3) The compound is S(c1n(c2cc(cc(c2)C)C)ccn1)CC(=O)Nc1sc(nn1)CC. The result is 0 (inactive). (4) The molecule is s1c(=S)n(c2ccc(OC)cc2)cc1. The result is 0 (inactive). (5) The drug is S(c1n(CC)c(nn1)c1occc1)CC(=O)c1cc2OCCOc2cc1. The result is 0 (inactive).